Dataset: Catalyst prediction with 721,799 reactions and 888 catalyst types from USPTO. Task: Predict which catalyst facilitates the given reaction. (1) Reactant: CC([O-])(C)C.[Na+].[C:7]([O:11][C:12]([N:14]1[CH2:18][C@H:17]([CH2:19][C:20]2[CH:25]=[CH:24][CH:23]=[C:22]([CH:26]([CH3:28])[CH3:27])[CH:21]=2)[C@H:16]([CH2:29][NH:30][C:31]2[CH:36]=[CH:35][C:34]([Cl:37])=[CH:33][CH:32]=2)[CH2:15]1)=[O:13])([CH3:10])([CH3:9])[CH3:8].Br[C:39]1[CH:44]=[CH:43][CH:42]=[CH:41][CH:40]=1. Product: [C:7]([O:11][C:12]([N:14]1[CH2:18][C@H:17]([CH2:19][C:20]2[CH:25]=[CH:24][CH:23]=[C:22]([CH:26]([CH3:28])[CH3:27])[CH:21]=2)[C@H:16]([CH2:29][N:30]([C:31]2[CH:32]=[CH:33][C:34]([Cl:37])=[CH:35][CH:36]=2)[C:39]2[CH:44]=[CH:43][CH:42]=[CH:41][CH:40]=2)[CH2:15]1)=[O:13])([CH3:9])([CH3:10])[CH3:8]. The catalyst class is: 11. (2) Reactant: [NH:1]1[C:5]2[CH:6]=[C:7]([CH2:9][OH:10])[S:8][C:4]=2[CH:3]=[N:2]1.[OH-].[K+].[I:13]I.S(=O)(O)[O-].[Na+]. Product: [I:13][C:3]1[C:4]2[S:8][C:7]([CH2:9][OH:10])=[CH:6][C:5]=2[NH:1][N:2]=1. The catalyst class is: 35. (3) Reactant: [NH2:1][C:2]1[CH:19]=[CH:18][C:5]2[N:6]=[C:7]([NH:9][C:10](=[O:17])[C:11]3[CH:16]=[CH:15][CH:14]=[CH:13][CH:12]=3)[S:8][C:4]=2[CH:3]=1.Cl[C:21]1[C:30]2[C:25](=[CH:26][C:27]([O:33][CH2:34][CH2:35][CH2:36][N:37]3[CH2:42][CH2:41][N:40]([CH3:43])[CH2:39][CH2:38]3)=[C:28]([O:31][CH3:32])[CH:29]=2)[N:24]=[CH:23][N:22]=1.C(N(C(C)C)C(C)C)C.Cl.C(=O)([O-])O.[Na+]. Product: [CH3:32][O:31][C:28]1[CH:29]=[C:30]2[C:25](=[CH:26][C:27]=1[O:33][CH2:34][CH2:35][CH2:36][N:37]1[CH2:38][CH2:39][N:40]([CH3:43])[CH2:41][CH2:42]1)[N:24]=[CH:23][N:22]=[C:21]2[NH:1][C:2]1[CH:19]=[CH:18][C:5]2[N:6]=[C:7]([NH:9][C:10](=[O:17])[C:11]3[CH:16]=[CH:15][CH:14]=[CH:13][CH:12]=3)[S:8][C:4]=2[CH:3]=1. The catalyst class is: 51. (4) Reactant: C1COCC1.[CH3:6][O:7][C:8]1[CH:13]=[CH:12][C:11]([Mg]Br)=[CH:10][CH:9]=1.Cl[C:17]1[CH:22]=[CH:21][C:20]([F:23])=[CH:19][CH:18]=1.C1(C)C=CC=CC=1. Product: [F:23][C:20]1[CH:21]=[CH:22][C:17]([C:11]2[CH:12]=[CH:13][C:8]([O:7][CH3:6])=[CH:9][CH:10]=2)=[CH:18][CH:19]=1. The catalyst class is: 81. (5) Reactant: C([N:8]1[CH2:13][CH2:12][N:11]([C:14]2[CH:19]=[CH:18][C:17]([CH2:20][OH:21])=[CH:16][CH:15]=2)[CH2:10][CH2:9]1)C1C=CC=CC=1. Product: [N:11]1([C:14]2[CH:15]=[CH:16][C:17]([CH2:20][OH:21])=[CH:18][CH:19]=2)[CH2:12][CH2:13][NH:8][CH2:9][CH2:10]1. The catalyst class is: 50. (6) Reactant: [CH2:1]([O:8][C:9]1[CH:18]=[C:17]2[C:12]([C:13]([NH:20][CH2:21][CH:22]3[CH2:27][CH2:26][O:25][CH2:24][CH2:23]3)=[C:14]([NH2:19])[CH:15]=[N:16]2)=[CH:11][CH:10]=1)[C:2]1[CH:7]=[CH:6][CH:5]=[CH:4][CH:3]=1.C(N(CC)CC)C.[Cl:35][CH2:36][C:37](Cl)=O. Product: [CH2:1]([O:8][C:9]1[CH:10]=[CH:11][C:12]2[C:13]3[N:20]([CH2:21][CH:22]4[CH2:27][CH2:26][O:25][CH2:24][CH2:23]4)[C:37]([CH2:36][Cl:35])=[N:19][C:14]=3[CH:15]=[N:16][C:17]=2[CH:18]=1)[C:2]1[CH:3]=[CH:4][CH:5]=[CH:6][CH:7]=1. The catalyst class is: 4.